From a dataset of Full USPTO retrosynthesis dataset with 1.9M reactions from patents (1976-2016). Predict the reactants needed to synthesize the given product. (1) Given the product [Br:6][C:7]1[CH:12]=[CH:11][C:10]([CH2:16][CH2:15][CH:14]=[O:17])=[CH:9][CH:8]=1, predict the reactants needed to synthesize it. The reactants are: C([O-])(O)=O.[Na+].[Br:6][C:7]1[CH:12]=[CH:11][C:10](I)=[CH:9][CH:8]=1.[CH2:14]([OH:17])[CH:15]=[CH2:16]. (2) Given the product [Si:14]([O:31][CH2:32][CH2:33][O:34][CH2:35][C@H:36]([O:41][C:42]1[N:47]=[CH:46][N:45]=[C:44]2[N:48]([C:51]3[CH:56]=[CH:55][CH:54]=[C:53]([Cl:57])[C:52]=3[Cl:58])[N:49]=[CH:50][C:43]=12)[C:37]([NH:5][C:6]1[CH:13]=[CH:12][C:9]([C:10]#[N:11])=[CH:8][N:7]=1)=[O:38])([C:27]([CH3:28])([CH3:29])[CH3:30])([C:21]1[CH:22]=[CH:23][CH:24]=[CH:25][CH:26]=1)[C:15]1[CH:20]=[CH:19][CH:18]=[CH:17][CH:16]=1, predict the reactants needed to synthesize it. The reactants are: C[Al](C)C.[NH2:5][C:6]1[CH:13]=[CH:12][C:9]([C:10]#[N:11])=[CH:8][N:7]=1.[Si:14]([O:31][CH2:32][CH2:33][O:34][CH2:35][C@H:36]([O:41][C:42]1[N:47]=[CH:46][N:45]=[C:44]2[N:48]([C:51]3[CH:56]=[CH:55][CH:54]=[C:53]([Cl:57])[C:52]=3[Cl:58])[N:49]=[CH:50][C:43]=12)[C:37](OC)=[O:38])([C:27]([CH3:30])([CH3:29])[CH3:28])([C:21]1[CH:26]=[CH:25][CH:24]=[CH:23][CH:22]=1)[C:15]1[CH:20]=[CH:19][CH:18]=[CH:17][CH:16]=1. (3) Given the product [F:14][C:15]1[CH:20]=[C:19]([C:5]2[CH:4]=[N:3][C:2]([NH:24][C:25]3[S:26][CH:27]=[C:28]([CH3:30])[N:29]=3)=[C:11]3[C:6]=2[CH:7]=[CH:8][C:9]([CH3:12])=[N:10]3)[CH:18]=[N:17][CH:16]=1, predict the reactants needed to synthesize it. The reactants are: Cl[C:2]1[N:3]=[CH:4][C:5](I)=[C:6]2[C:11]=1[N:10]=[C:9]([CH3:12])[CH:8]=[CH:7]2.[F:14][C:15]1[CH:16]=[N:17][CH:18]=[C:19](B(O)O)[CH:20]=1.[NH2:24][C:25]1[S:26][CH:27]=[C:28]([CH3:30])[N:29]=1.